This data is from Full USPTO retrosynthesis dataset with 1.9M reactions from patents (1976-2016). The task is: Predict the reactants needed to synthesize the given product. (1) Given the product [Cl:17][C:18]1[C:22]([Cl:23])=[C:21]([CH3:24])[NH:20][C:19]=1[C:25]([NH:16][C:13]1[CH:14]=[CH:15][C:10]([C:8]2[S:9][C:5]([C:3]([O:2][CH3:1])=[O:4])=[CH:6][N:7]=2)=[CH:11][CH:12]=1)=[O:26], predict the reactants needed to synthesize it. The reactants are: [CH3:1][O:2][C:3]([C:5]1[S:9][C:8]([C:10]2[CH:15]=[CH:14][C:13]([NH3+:16])=[CH:12][CH:11]=2)=[N:7][CH:6]=1)=[O:4].[Cl:17][C:18]1[C:22]([Cl:23])=[C:21]([CH3:24])[NH:20][C:19]=1[C:25](Cl)=[O:26]. (2) Given the product [NH2:2][C:1]1[C:3]2[C:4](=[CH:5][CH:6]=[CH:7][C:8]=2[O:9][CH2:10][C:11]([CH3:19])([CH3:18])[C:12]([NH:13][CH2:14][CH2:15][CH3:16])=[O:17])[NH:20][C:21](=[O:22])[N:23]=1, predict the reactants needed to synthesize it. The reactants are: [C:1]([C:3]1[C:8]([O:9][CH2:10][C:11]([CH3:19])([CH3:18])[C:12](=[O:17])[NH:13][CH2:14][CH2:15][CH3:16])=[CH:7][CH:6]=[CH:5][C:4]=1[NH:20][C:21]([NH:23]C(=O)C1C=CC=CC=1)=[O:22])#[N:2].[OH-].[Na+]. (3) Given the product [O:1]=[C:2]1[NH:6][C:5]([C:13]2[CH:14]=[CH:15][CH:16]=[CH:17][CH:18]=2)([C:7]2[CH:12]=[CH:11][CH:10]=[CH:9][CH:8]=2)[C:4](=[O:19])[N:3]1[CH2:20][O:29][P:28](=[O:46])([O:30][CH2:31][C:32]1[CH:37]=[CH:36][CH:35]=[CH:34][CH:33]=1)[O:38][CH2:39][C:40]1[CH:45]=[CH:44][CH:43]=[CH:42][CH:41]=1, predict the reactants needed to synthesize it. The reactants are: [O:1]=[C:2]1[NH:6][C:5]([C:13]2[CH:18]=[CH:17][CH:16]=[CH:15][CH:14]=2)([C:7]2[CH:12]=[CH:11][CH:10]=[CH:9][CH:8]=2)[C:4](=[O:19])[N:3]1[CH2:20]OC(=N)C(Cl)(Cl)Cl.[P:28]([O-:46])([O:38][CH2:39][C:40]1[CH:45]=[CH:44][CH:43]=[CH:42][CH:41]=1)([O:30][CH2:31][C:32]1[CH:37]=[CH:36][CH:35]=[CH:34][CH:33]=1)=[O:29]. (4) The reactants are: [N+:1]([C:4]([N+:8]([O-:10])=[O:9])(O)[CH2:5]C)([O-:3])=[O:2].[CH2:11]([CH:17]([CH2:21][CH2:22][CH2:23][CH2:24][CH2:25][CH2:26][CH2:27][CH3:28])[C:18]([OH:20])=[O:19])[CH2:12][CH2:13][CH2:14][CH2:15][CH3:16].Cl[CH:30](Cl)C. Given the product [N+:1]([C:4]([N+:8]([O-:10])=[O:9])([CH3:5])[CH2:30][O:19][C:18](=[O:20])[CH:17]([CH2:11][CH2:12][CH2:13][CH2:14][CH2:15][CH3:16])[CH2:21][CH2:22][CH2:23][CH2:24][CH2:25][CH2:26][CH2:27][CH3:28])([O-:3])=[O:2], predict the reactants needed to synthesize it. (5) Given the product [Cl:1][C:2]1[CH:7]=[CH:6][C:5]([CH2:8][NH:9][C:10](=[O:16])[CH2:44][O:45][CH3:46])=[CH:4][C:3]=1[NH:17][C:18]1[S:19]/[C:20](=[CH:24]\[C:25]2[CH:26]=[C:27]3[C:32](=[CH:33][CH:34]=2)[N:31]=[CH:30][CH:29]=[CH:28]3)/[C:21](=[O:23])[N:22]=1, predict the reactants needed to synthesize it. The reactants are: [Cl:1][C:2]1[CH:7]=[CH:6][C:5]([CH2:8][NH:9][C:10](=[O:16])OC(C)(C)C)=[CH:4][C:3]=1[NH:17][C:18]1[S:19]/[C:20](=[CH:24]\[C:25]2[CH:26]=[C:27]3[C:32](=[CH:33][CH:34]=2)[N:31]=[CH:30][CH:29]=[CH:28]3)/[C:21](=[O:23])[N:22]=1.ClC1C=CC(CN[C:44](=O)[O:45][C:46](C)(C)C)=CC=1NC1SCC(=O)N=1.N1C2C(=CC(C=O)=CC=2)C=CC=1.C([O-])(=O)C.[NH2+]1CCCCC1.C(O)C. (6) Given the product [C:16]([O:15][C:13](=[O:14])[N:11]([C@H:8]1[CH2:7][CH2:6][C@H:5]([CH2:3][OH:2])[CH2:10][CH2:9]1)[CH3:12])([CH3:17])([CH3:19])[CH3:18], predict the reactants needed to synthesize it. The reactants are: C[O:2][C:3]([C@H:5]1[CH2:10][CH2:9][C@H:8]([N:11]([C:13]([O:15][C:16]([CH3:19])([CH3:18])[CH3:17])=[O:14])[CH3:12])[CH2:7][CH2:6]1)=O.[Li+].[BH4-].Cl. (7) Given the product [F:73][C:72]([F:75])([F:74])[C:70]([OH:76])=[O:71].[F:1][C:2]1[CH:23]=[CH:22][CH:21]=[C:20]([F:24])[C:3]=1[CH2:4][O:5][C:6]1[C:7]2[N:8]([C:13]([C:17]([NH:54][CH:55]3[CH2:61][CH2:60][CH2:59][CH2:58][N:57]([C:62]([O:64][C:65]([CH3:68])([CH3:67])[CH3:66])=[O:63])[CH2:56]3)=[O:18])=[C:14]([CH3:16])[N:15]=2)[CH:9]=[C:10]([CH3:12])[CH:11]=1, predict the reactants needed to synthesize it. The reactants are: [F:1][C:2]1[CH:23]=[CH:22][CH:21]=[C:20]([F:24])[C:3]=1[CH2:4][O:5][C:6]1[C:7]2[N:8]([C:13]([C:17](O)=[O:18])=[C:14]([CH3:16])[N:15]=2)[CH:9]=[C:10]([CH3:12])[CH:11]=1.F[B-](F)(F)F.N1(O[C+](N(C)C)N(C)C)C2C=CC=CC=2N=N1.CN1CCOCC1.[NH2:54][CH:55]1[CH2:61][CH2:60][CH2:59][CH2:58][N:57]([C:62]([O:64][C:65]([CH3:68])([CH3:67])[CH3:66])=[O:63])[CH2:56]1.O.[C:70]([OH:76])([C:72]([F:75])([F:74])[F:73])=[O:71]. (8) Given the product [Cl:22][C:6]1[C:7](=[O:21])[N:8]([CH2:9][CH2:10][C:11]2[CH:20]=[CH:19][C:14]([C:15]([O:17][CH3:18])=[O:16])=[CH:13][CH:12]=2)[C:3]([CH2:2][N:31]([CH3:30])[C:32]2[CH:37]=[CH:36][CH:35]=[CH:34][C:33]=2[CH3:38])=[C:4]([Cl:23])[CH:5]=1, predict the reactants needed to synthesize it. The reactants are: Br[CH2:2][C:3]1[N:8]([CH2:9][CH2:10][C:11]2[CH:20]=[CH:19][C:14]([C:15]([O:17][CH3:18])=[O:16])=[CH:13][CH:12]=2)[C:7](=[O:21])[C:6]([Cl:22])=[CH:5][C:4]=1[Cl:23].C(=O)([O-])[O-].[K+].[K+].[CH3:30][NH:31][C:32]1[CH:37]=[CH:36][CH:35]=[CH:34][C:33]=1[CH3:38].O.